The task is: Predict which catalyst facilitates the given reaction.. This data is from Catalyst prediction with 721,799 reactions and 888 catalyst types from USPTO. (1) Reactant: [C:1]([C:4]1[CH:13]=[C:8]([C:9]([O:11][CH3:12])=[O:10])[C:7]([OH:14])=[CH:6][CH:5]=1)(=[O:3])[CH3:2].N1C=CC=CC=1.[F:21][C:22]([F:35])([F:34])[S:23](O[S:23]([C:22]([F:35])([F:34])[F:21])(=[O:25])=[O:24])(=[O:25])=[O:24]. Product: [CH3:12][O:11][C:9](=[O:10])[C:8]1[CH:13]=[C:4]([C:1](=[O:3])[CH3:2])[CH:5]=[CH:6][C:7]=1[O:14][S:23]([C:22]([F:35])([F:34])[F:21])(=[O:25])=[O:24]. The catalyst class is: 2. (2) Reactant: CN.[C:3]1([C:18]2[CH:23]=[CH:22][CH:21]=[CH:20][CH:19]=2)[CH:8]=[CH:7][C:6]([C:9](=O)[CH2:10][N:11]2[CH2:16][CH2:15][O:14][CH2:13][CH2:12]2)=[CH:5][CH:4]=1.[C:24]([BH3-])#[N:25].[Na+].C(O)(=O)C. Product: [C:3]1([C:18]2[CH:23]=[CH:22][CH:21]=[CH:20][CH:19]=2)[CH:8]=[CH:7][C:6]([CH:9]([NH:25][CH3:24])[CH2:10][N:11]2[CH2:16][CH2:15][O:14][CH2:13][CH2:12]2)=[CH:5][CH:4]=1. The catalyst class is: 1. (3) Reactant: [Cl:1][C:2]1[CH:34]=[CH:33][C:5]([C:6]([N:8]2[CH2:13][CH2:12][N:11]([CH:14]3[CH:18]([OH:19])[CH2:17][N:16]([C:20]4[N:25]=[C:24]([C:26]([F:29])([F:28])[F:27])[C:23]([C:30]([OH:32])=O)=[CH:22][N:21]=4)[CH2:15]3)[CH2:10][CH2:9]2)=[O:7])=[CH:4][CH:3]=1.C[N:36](C(ON1N=NC2C=CC=NC1=2)=[N+](C)C)C.F[P-](F)(F)(F)(F)F.CCN(C(C)C)C(C)C.C1C=CC2N(O)N=NC=2C=1.[NH4+].[Cl-]. Product: [Cl:1][C:2]1[CH:34]=[CH:33][C:5]([C:6]([N:8]2[CH2:9][CH2:10][N:11]([CH:14]3[CH:18]([OH:19])[CH2:17][N:16]([C:20]4[N:25]=[C:24]([C:26]([F:27])([F:28])[F:29])[C:23]([C:30]([NH2:36])=[O:32])=[CH:22][N:21]=4)[CH2:15]3)[CH2:12][CH2:13]2)=[O:7])=[CH:4][CH:3]=1. The catalyst class is: 31. (4) Reactant: C(N(CC)CC)C.Cl.[O:9]=[C:10]1[CH:15]([N:16]2[C:24](=[O:25])[C:23]3[C:18](=[CH:19][CH:20]=[CH:21][C:22]=3[CH2:26][NH:27][CH3:28])[C:17]2=[O:29])[CH2:14][CH2:13][C:12](=[O:30])[NH:11]1.[C:31](Cl)(=[O:40])[C:32]1[CH:37]=[CH:36][CH:35]=[C:34]([O:38][CH3:39])[CH:33]=1. Product: [O:9]=[C:10]1[CH:15]([N:16]2[C:24](=[O:25])[C:23]3[C:18](=[CH:19][CH:20]=[CH:21][C:22]=3[CH2:26][N:27]([CH3:28])[C:31](=[O:40])[C:32]3[CH:37]=[CH:36][CH:35]=[C:34]([O:38][CH3:39])[CH:33]=3)[C:17]2=[O:29])[CH2:14][CH2:13][C:12](=[O:30])[NH:11]1. The catalyst class is: 1. (5) Reactant: C(O[C:5](=[O:7])[CH3:6])(=O)C.[NH2:8][C:9]1[CH:14]=[CH:13][C:12]([Br:15])=[CH:11][N:10]=1.O. Product: [Br:15][C:12]1[CH:13]=[CH:14][C:9]([NH:8][C:5](=[O:7])[CH3:6])=[N:10][CH:11]=1. The catalyst class is: 15. (6) Reactant: [Cl:1][C:2]1[C:7]([F:8])=[CH:6][CH:5]=[C:4]([Cl:9])[C:3]=1[CH:10]([O:12][C:13]1[C:14]([NH2:20])=[N:15][CH:16]=[C:17](I)[CH:18]=1)[CH3:11].[CH3:21][C:22]1[CH:26]=[CH:25][NH:24][N:23]=1.[O-]P([O-])([O-])=O.[K+].[K+].[K+].CCCCCCCCCCCC.C1(N)(N)CCCCC1. Product: [Cl:1][C:2]1[C:7]([F:8])=[CH:6][CH:5]=[C:4]([Cl:9])[C:3]=1[CH:10]([O:12][C:13]1[C:14]([NH2:20])=[N:15][CH:16]=[C:17]([N:24]2[CH:25]=[CH:26][C:22]([CH3:21])=[N:23]2)[CH:18]=1)[CH3:11]. The catalyst class is: 846. (7) Reactant: [F:1][C:2]1[C:3]([NH:18][CH:19]([C:24]2([CH3:30])[CH2:29][CH2:28][CH2:27][CH2:26][CH2:25]2)[CH2:20][C:21]([OH:23])=[O:22])=[N:4][C:5]([C:8]2[C:16]3[C:11](=[N:12][CH:13]=[C:14](F)[CH:15]=3)[NH:10][CH:9]=2)=[N:6][CH:7]=1.[Cl:31]C1C=C2C(B3OC(C)(C)C(C)(C)O3)=CN(S(C3C=CC(C)=CC=3)(=O)=O)C2=NC=1.FC1C=C2C(B3OC(C)(C)C(C)(C)O3)=CN(S(C3C=CC(C)=CC=3)(=O)=O)C2=NC=1.C(O)=O. Product: [Cl:31][C:14]1[CH:15]=[C:16]2[C:8]([C:5]3[N:4]=[C:3]([NH:18][CH:19]([C:24]4([CH3:30])[CH2:29][CH2:28][CH2:27][CH2:26][CH2:25]4)[CH2:20][C:21]([OH:23])=[O:22])[C:2]([F:1])=[CH:7][N:6]=3)=[CH:9][NH:10][C:11]2=[N:12][CH:13]=1. The catalyst class is: 10. (8) Reactant: [NH2:1][C:2]1[C:3]([C:13]([OH:15])=O)=[CH:4][C:5]([Br:12])=[C:6]2[C:11]=1[N:10]=[CH:9][CH:8]=[CH:7]2.F[P-](F)(F)(F)(F)F.N1(O[P+](N(C)C)(N(C)C)N(C)C)C2C=CC=CC=2N=N1.[NH2:43][C@H:44]1[CH2:49][CH2:48][CH2:47][CH2:46][C@@H:45]1[OH:50].C(N(CC)CC)C. Product: [NH2:1][C:2]1[C:3]([C:13]([NH:43][C@H:44]2[CH2:49][CH2:48][CH2:47][CH2:46][C@@H:45]2[OH:50])=[O:15])=[CH:4][C:5]([Br:12])=[C:6]2[C:11]=1[N:10]=[CH:9][CH:8]=[CH:7]2. The catalyst class is: 4. (9) Reactant: [NH2:1][CH2:2][CH2:3][O:4][CH2:5][CH2:6][O:7][CH2:8][CH2:9][OH:10].C(N(CC)CC)C.[F:18][C:19]([F:30])([F:29])[C:20](O[C:20](=[O:21])[C:19]([F:30])([F:29])[F:18])=[O:21]. Product: [F:18][C:19]([F:30])([F:29])[C:20]([NH:1][CH2:2][CH2:3][O:4][CH2:5][CH2:6][O:7][CH2:8][CH2:9][OH:10])=[O:21]. The catalyst class is: 5.